From a dataset of Forward reaction prediction with 1.9M reactions from USPTO patents (1976-2016). Predict the product of the given reaction. (1) Given the reactants [Cl:1][C:2]1[CH:7]=[CH:6][C:5]([C:8]2([CH3:34])[C:12]([C:14]3[CH:19]=[CH:18][C:17]([Cl:20])=[CH:16][CH:15]=3)([CH3:13])[N:11]([C:21](Cl)=[O:22])[C:10]([C:24]3[CH:29]=[C:28]([O:30][CH3:31])[N:27]=[N:26][C:25]=3[O:32][CH3:33])=[N:9]2)=[CH:4][CH:3]=1.[CH3:35][S:36]([CH2:39][CH2:40][CH2:41][N:42]1[CH2:47][CH2:46][NH:45][CH2:44][CH2:43]1)(=[O:38])=[O:37], predict the reaction product. The product is: [Cl:1][C:2]1[CH:3]=[CH:4][C:5]([C@@:8]2([CH3:34])[C@:12]([C:14]3[CH:19]=[CH:18][C:17]([Cl:20])=[CH:16][CH:15]=3)([CH3:13])[N:11]([C:21]([N:45]3[CH2:46][CH2:47][N:42]([CH2:41][CH2:40][CH2:39][S:36]([CH3:35])(=[O:37])=[O:38])[CH2:43][CH2:44]3)=[O:22])[C:10]([C:24]3[CH:29]=[C:28]([O:30][CH3:31])[N:27]=[N:26][C:25]=3[O:32][CH3:33])=[N:9]2)=[CH:6][CH:7]=1. (2) Given the reactants [C:1]1([C:18]2[CH:23]=[CH:22][CH:21]=[CH:20][CH:19]=2)[CH:6]=[CH:5][C:4]([CH2:7][NH:8][C:9]2[CH:14]=[CH:13][C:12]([CH:15]([CH3:17])[CH3:16])=[CH:11][CH:10]=2)=[CH:3][CH:2]=1.[CH:24]([C:27]1[CH:32]=[CH:31][CH:30]=[C:29]([CH:33]([CH3:35])[CH3:34])[C:28]=1[N:36]=[C:37]=[O:38])([CH3:26])[CH3:25], predict the reaction product. The product is: [C:1]1([C:18]2[CH:19]=[CH:20][CH:21]=[CH:22][CH:23]=2)[CH:2]=[CH:3][C:4]([CH2:7][N:8]([C:9]2[CH:14]=[CH:13][C:12]([CH:15]([CH3:17])[CH3:16])=[CH:11][CH:10]=2)[C:37]([NH:36][C:28]2[C:27]([CH:24]([CH3:25])[CH3:26])=[CH:32][CH:31]=[CH:30][C:29]=2[CH:33]([CH3:35])[CH3:34])=[O:38])=[CH:5][CH:6]=1. (3) Given the reactants [Cl:1][C:2]1[N:7]=[C:6]([NH2:8])[C:5]([NH2:9])=[CH:4][CH:3]=1.O=[C:11]([C:17]1[CH:22]=[CH:21][CH:20]=[CH:19][CH:18]=1)[C:12](OCC)=[O:13].CCN(C(C)C)C(C)C, predict the reaction product. The product is: [Cl:1][C:2]1[CH:3]=[CH:4][C:5]2[N:9]=[C:12]([OH:13])[C:11]([C:17]3[CH:22]=[CH:21][CH:20]=[CH:19][CH:18]=3)=[N:8][C:6]=2[N:7]=1. (4) Given the reactants [C:1]([C:4]1[CH:13]=[CH:12][C:7]2[S:8][CH2:9][C:10](=[O:11])[C:6]=2[CH:5]=1)(=[O:3])[CH3:2].C([N-]C(C)C)(C)C.[Li+].C1C=CC(N([S:29]([C:32]([F:35])([F:34])[F:33])(=[O:31])=[O:30])[S:29]([C:32]([F:35])([F:34])[F:33])(=[O:31])=[O:30])=CC=1, predict the reaction product. The product is: [C:1]([C:4]1[CH:13]=[CH:12][C:7]2[S:8][CH:9]=[C:10]([O:11][S:29]([C:32]([F:35])([F:34])[F:33])(=[O:31])=[O:30])[C:6]=2[CH:5]=1)(=[O:3])[CH3:2]. (5) Given the reactants [F:1][C:2]1[CH:3]=[CH:4][C:5]([CH3:33])=[C:6]([CH:32]=1)[O:7][CH2:8][C:9]1[C:10]([C:23]2[CH:28]=[CH:27][C:26]([OH:29])=[CH:25][C:24]=2[O:30][CH3:31])=[CH:11][CH:12]=[C:13]2[C:18]=1[N:17]([CH3:19])[C:16](=[O:20])[C:15]([CH3:22])([CH3:21])[NH:14]2.[C:34]([O:45][CH3:46])(=[O:44])[C:35]1[CH:43]=[CH:42][CH:41]=[C:37]([C:38]([O-])=[O:39])[CH:36]=1.C(N(CC)C(C)C)(C)C, predict the reaction product. The product is: [F:1][C:2]1[CH:3]=[CH:4][C:5]([CH3:33])=[C:6]([CH:32]=1)[O:7][CH2:8][C:9]1[C:10]([C:23]2[CH:28]=[CH:27][C:26]([O:29][C:38](=[O:39])[C:37]3[CH:41]=[CH:42][CH:43]=[C:35]([C:34]([O:45][CH3:46])=[O:44])[CH:36]=3)=[CH:25][C:24]=2[O:30][CH3:31])=[CH:11][CH:12]=[C:13]2[C:18]=1[N:17]([CH3:19])[C:16](=[O:20])[C:15]([CH3:22])([CH3:21])[NH:14]2. (6) The product is: [C:1]1([C:7]2[C:12]3[CH2:13][CH:14]([CH2:16][NH2:17])[O:15][C:11]=3[CH:10]=[CH:9][CH:8]=2)[CH:2]=[CH:3][CH:4]=[CH:5][CH:6]=1. Given the reactants [C:1]1([C:7]2[C:12]3[CH2:13][CH:14]([CH2:16][NH:17]C(=O)OCC4C=CC=CC=4)[O:15][C:11]=3[CH:10]=[CH:9][CH:8]=2)[CH:6]=[CH:5][CH:4]=[CH:3][CH:2]=1.Br, predict the reaction product. (7) Given the reactants [C:1]1([C@@H:7]([NH:9][C:10]2[CH:15]=[C:14]([C:16]3[N:21]=[C:20]([N:22]4[CH2:27][C@H:26]5[CH2:28][CH:23]4[CH2:24][N:25]5C(OC(C)(C)C)=O)[N:19]4[CH:36]=[N:37][N:38]=[C:18]4[C:17]=3[C:39]3[CH:44]=[CH:43][CH:42]=[C:41]([C:45]([F:48])([F:47])[F:46])[CH:40]=3)[CH:13]=[CH:12][N:11]=2)[CH3:8])[CH:6]=[CH:5][CH:4]=[CH:3][CH:2]=1, predict the reaction product. The product is: [CH:23]12[CH2:28][CH:26]([NH:25][CH2:24]1)[CH2:27][N:22]2[C:20]1[N:19]2[CH:36]=[N:37][N:38]=[C:18]2[C:17]([C:39]2[CH:44]=[CH:43][CH:42]=[C:41]([C:45]([F:47])([F:48])[F:46])[CH:40]=2)=[C:16]([C:14]2[CH:13]=[CH:12][N:11]=[C:10]([NH:9][C@H:7]([C:1]3[CH:2]=[CH:3][CH:4]=[CH:5][CH:6]=3)[CH3:8])[CH:15]=2)[N:21]=1.